From a dataset of Catalyst prediction with 721,799 reactions and 888 catalyst types from USPTO. Predict which catalyst facilitates the given reaction. (1) Reactant: [Cl:1][C:2]1[CH:3]=[CH:4][C:5]2[N:6]([CH:8]=[C:9]([CH3:11])[N:10]=2)[N:7]=1.[I:12]Cl.S([O-])([O-])(=O)=S.[Na+].[Na+].C(=O)([O-])O.[Na+]. Product: [Cl:1][C:2]1[CH:3]=[CH:4][C:5]2[N:6]([C:8]([I:12])=[C:9]([CH3:11])[N:10]=2)[N:7]=1. The catalyst class is: 147. (2) Reactant: [CH3:1][O:2][C:3]1[CH:8]=[CH:7][C:6]([C:9]2[C:14]([NH2:15])=[CH:13][C:12]([N:16]3[CH2:21][CH2:20][O:19][CH2:18][CH2:17]3)=[CH:11][N:10]=2)=[CH:5][CH:4]=1.Cl[C:23]1[C:32]2[C:27](=[CH:28][C:29]([F:34])=[CH:30][C:31]=2[F:33])[N:26]=[C:25]([C:35]2[CH:40]=[C:39]([CH3:41])[CH:38]=[CH:37][N:36]=2)[C:24]=1[CH3:42].C1(P(C2CCCCC2)C2(C(C)C)CC(C(C)C)=CC(C(C)C)=C2C2C=CC=CC=2)CCCCC1.CC(C1C=C(C(C)C)C(C2C=CC=CC=2P(C2CCCCC2)C2CCCCC2)=C(C(C)C)C=1)C.CC(C)([O-])C.[Na+]. Product: [F:33][C:31]1[CH:30]=[C:29]([F:34])[CH:28]=[C:27]2[C:32]=1[C:23]([NH:15][C:14]1[C:9]([C:6]3[CH:7]=[CH:8][C:3]([O:2][CH3:1])=[CH:4][CH:5]=3)=[N:10][CH:11]=[C:12]([N:16]3[CH2:21][CH2:20][O:19][CH2:18][CH2:17]3)[CH:13]=1)=[C:24]([CH3:42])[C:25]([C:35]1[CH:40]=[C:39]([CH3:41])[CH:38]=[CH:37][N:36]=1)=[N:26]2. The catalyst class is: 491. (3) Reactant: [OH:1][CH2:2][CH2:3][N:4]1[CH2:10][C:7]2([CH2:9][CH2:8]2)[C:6]2(OCC[O:11]2)[CH2:5]1.Cl. The catalyst class is: 21. Product: [OH:1][CH2:2][CH2:3][N:4]1[CH2:5][C:6](=[O:11])[C:7]2([CH2:8][CH2:9]2)[CH2:10]1. (4) Reactant: [Cl:1][C:2]1[CH:7]=[CH:6][C:5]([NH:8][C:9](=[O:11])[CH3:10])=[C:4]([F:12])[C:3]=1[CH:13]=[O:14].[BH4-].[Na+]. Product: [Cl:1][C:2]1[CH:7]=[CH:6][C:5]([NH:8][C:9](=[O:11])[CH3:10])=[C:4]([F:12])[C:3]=1[CH2:13][OH:14]. The catalyst class is: 5. (5) Reactant: [C:1]([OH:10])(=[O:9])[C@@H:2]([C@H:4]([C:6]([OH:8])=[O:7])[OH:5])[OH:3].[CH3:11][N:12]1[CH2:19][C@@H:18]2[C@@H:14]([N:15]([C:20]3[CH:25]=[CH:24][C:23]([C:26]4[CH:31]=[CH:30][C:29]([N:32]5[C:37](=[O:38])[CH:36]=[CH:35][CH:34]=[N:33]5)=[CH:28][CH:27]=4)=[CH:22][CH:21]=3)[CH2:16][CH2:17]2)[CH2:13]1. Product: [C:6]([C@@H:4]([C@H:2]([C:1]([OH:10])=[O:9])[OH:3])[OH:5])([OH:8])=[O:7].[CH3:11][N:12]1[CH2:19][C@@H:18]2[C@@H:14]([N:15]([C:20]3[CH:25]=[CH:24][C:23]([C:26]4[CH:31]=[CH:30][C:29]([N:32]5[C:37](=[O:38])[CH:36]=[CH:35][CH:34]=[N:33]5)=[CH:28][CH:27]=4)=[CH:22][CH:21]=3)[CH2:16][CH2:17]2)[CH2:13]1. The catalyst class is: 97. (6) Product: [C:1]([C:5]1[N:6]=[C:7]2[CH:12]=[C:11]([C:13]([O:15][CH2:16][CH3:17])=[O:14])[CH:10]=[C:9]([CH3:18])[N:8]2[C:19]=1[I:20])([CH3:3])([CH3:4])[CH3:2]. The catalyst class is: 3. Reactant: [C:1]([C:5]1[N:6]=[C:7]2[CH:12]=[C:11]([C:13]([O:15][CH2:16][CH3:17])=[O:14])[CH:10]=[C:9]([CH3:18])[N:8]2[CH:19]=1)([CH3:4])([CH3:3])[CH3:2].[I:20]N1C(=O)CCC1=O.C(=O)([O-])O.[Na+].